Dataset: Forward reaction prediction with 1.9M reactions from USPTO patents (1976-2016). Task: Predict the product of the given reaction. (1) Given the reactants [C:1]([O:5][C:6]([CH3:9])([CH3:8])[CH3:7])(=[O:4])[NH:2][NH2:3].[CH3:10][C:11]1[CH:18]=[CH:17][C:14]([CH:15]=O)=[CH:13][CH:12]=1, predict the reaction product. The product is: [CH3:10][C:11]1[CH:18]=[CH:17][C:14]([CH2:15][N:2]([C:1]([O:5][C:6]([CH3:9])([CH3:8])[CH3:7])=[O:4])[NH2:3])=[CH:13][CH:12]=1. (2) Given the reactants C(O)C.O1CCCC1.[Cl:9][C:10]1[CH:11]=[CH:12][C:13]([N+:27]([O-])=O)=[C:14]([NH:16][C:17]2[CH:22]=[CH:21][C:20]([NH:23][C:24](=[O:26])[CH3:25])=[CH:19][CH:18]=2)[CH:15]=1.[Cl-].[NH4+], predict the reaction product. The product is: [NH2:27][C:13]1[CH:12]=[CH:11][C:10]([Cl:9])=[CH:15][C:14]=1[NH:16][C:17]1[CH:18]=[CH:19][C:20]([NH:23][C:24](=[O:26])[CH3:25])=[CH:21][CH:22]=1. (3) Given the reactants [C:1]([C:3]1[CH:4]=[CH:5][C:6]([O:30][CH3:31])=[C:7]([S:9]([N:12]([CH2:24][C:25]([O:27]CC)=[O:26])[CH2:13][CH2:14][C:15]2[CH:20]=[CH:19][C:18]([CH:21]([CH3:23])[CH3:22])=[CH:17][CH:16]=2)(=[O:11])=[O:10])[CH:8]=1)#[N:2].[OH-].[Na+].Cl, predict the reaction product. The product is: [C:1]([C:3]1[CH:4]=[CH:5][C:6]([O:30][CH3:31])=[C:7]([S:9]([N:12]([CH2:24][C:25]([OH:27])=[O:26])[CH2:13][CH2:14][C:15]2[CH:20]=[CH:19][C:18]([CH:21]([CH3:22])[CH3:23])=[CH:17][CH:16]=2)(=[O:11])=[O:10])[CH:8]=1)#[N:2].